Task: Predict which catalyst facilitates the given reaction.. Dataset: Catalyst prediction with 721,799 reactions and 888 catalyst types from USPTO (1) Reactant: [NH:1]1[C:9]2[C:4](=[CH:5][CH:6]=[CH:7][CH:8]=2)[C:3]([C:10](=[O:14])[C:11]([OH:13])=[O:12])=[CH:2]1.[C:15](Cl)(=O)C(Cl)=O.CO.O. Product: [NH:1]1[C:9]2[C:4](=[CH:5][CH:6]=[CH:7][CH:8]=2)[C:3]([C:10](=[O:14])[C:11]([O:13][CH3:15])=[O:12])=[CH:2]1. The catalyst class is: 2. (2) Reactant: [NH2:1][C:2]1[N:10]=[C:9]2[C:5]([N:6]=[CH:7][N:8]2[C@@H:11]2[O:15][C@H:14]([CH2:16][OH:17])[C@@H:13]([OH:18])[C@:12]2([F:20])[CH3:19])=[C:4]([N:21]2[CH2:24][CH2:23][CH2:22]2)[N:3]=1.N1C=NN=N1.C(#N)C.C(N([CH:40]([O:48][P:49](N)[O-:50])N(C(C)C)C(C)C)C(C)C)(C)C. Product: [P:49]([OH:50])([OH:15])[OH:48].[N:21]1([C:4]2[N:3]=[C:2]([NH2:1])[N:10]=[C:9]3[C:5]=2[N:6]=[CH:7][N:8]3[C@@H:11]2[O:15][C@H:14]3[C@@H:13]([O:18][P:49]([O:48][CH3:40])[O:17][CH2:16]3)[C@:12]2([F:20])[CH3:19])[CH2:24][CH2:23][CH2:22]1. The catalyst class is: 17. (3) Reactant: [OH:1][C:2]1[C:3]([C:8]([OH:10])=O)=[N:4][CH:5]=[CH:6][CH:7]=1.C(N(C(C)C)CC)(C)C.ON1C2C=CC=CC=2N=N1.Cl.[C:31]([O:35][C:36](=[O:39])[CH2:37][NH2:38])([CH3:34])([CH3:33])[CH3:32]. Product: [C:31]([O:35][C:36](=[O:39])[CH2:37][NH:38][C:8]([C:3]1[C:2]([OH:1])=[CH:7][CH:6]=[CH:5][N:4]=1)=[O:10])([CH3:34])([CH3:33])[CH3:32]. The catalyst class is: 3. (4) Reactant: [NH2:1][C:2]1[CH:3]=[C:4]2[C:8](=[CH:9][CH:10]=1)[NH:7][CH:6]=[C:5]2[CH:11]1[CH2:16][CH2:15][CH2:14][CH:13]([N:17]([CH2:25][CH3:26])[C:18](=[O:24])[O:19][C:20]([CH3:23])([CH3:22])[CH3:21])[CH2:12]1.I.[S:28]1[CH:32]=[CH:31][CH:30]=[C:29]1[C:33](SC)=[NH:34]. Product: [CH2:25]([N:17]([CH:13]1[CH2:14][CH2:15][CH2:16][CH:11]([C:5]2[C:4]3[C:8](=[CH:9][CH:10]=[C:2]([NH:1][C:33]([C:29]4[S:28][CH:32]=[CH:31][CH:30]=4)=[NH:34])[CH:3]=3)[NH:7][CH:6]=2)[CH2:12]1)[C:18](=[O:24])[O:19][C:20]([CH3:21])([CH3:22])[CH3:23])[CH3:26]. The catalyst class is: 14. (5) Reactant: [OH:1][C:2]([C:23]1[CH:28]=[CH:27][C:26]([O:29]C)=[CH:25][CH:24]=1)([CH3:22])[C:3]([N:5]([C:14]1[CH:19]=[CH:18][C:17]([O:20]C)=[CH:16][CH:15]=1)[C:6]1[CH:11]=[CH:10][C:9]([O:12]C)=[CH:8][CH:7]=1)=[O:4].B(Br)(Br)Br. Product: [OH:1][C:2]([C:23]1[CH:24]=[CH:25][C:26]([OH:29])=[CH:27][CH:28]=1)([CH3:22])[C:3]([N:5]([C:14]1[CH:19]=[CH:18][C:17]([OH:20])=[CH:16][CH:15]=1)[C:6]1[CH:11]=[CH:10][C:9]([OH:12])=[CH:8][CH:7]=1)=[O:4]. The catalyst class is: 2. (6) Reactant: [Br:1][C:2]1[CH:3]=[CH:4][C:5]([O:9][CH3:10])=[C:6]([OH:8])[CH:7]=1.C(=O)([O-])[O-].[K+].[K+].Br[CH2:18][CH2:19][O:20][CH3:21].O. Product: [Br:1][C:2]1[CH:3]=[CH:4][C:5]([O:9][CH3:10])=[C:6]([O:8][CH2:18][CH2:19][O:20][CH3:21])[CH:7]=1. The catalyst class is: 3. (7) Product: [Cl:1][C:2]1[CH:3]=[C:4]([C:12]2[S:13][C:14]([C:17]3[C:18]([CH3:27])=[C:19]([CH2:23][CH:24]=[O:25])[CH:20]=[CH:21][CH:22]=3)=[N:15][N:16]=2)[CH:5]=[CH:6][C:7]=1[O:8][CH:9]([CH3:11])[CH3:10]. The catalyst class is: 10. Reactant: [Cl:1][C:2]1[CH:3]=[C:4]([C:12]2[S:13][C:14]([C:17]3[CH:22]=[CH:21][CH:20]=[C:19](/[CH:23]=[CH:24]/[O:25]C)[C:18]=3[CH3:27])=[N:15][N:16]=2)[CH:5]=[CH:6][C:7]=1[O:8][CH:9]([CH3:11])[CH3:10].[I-].[Na+].C[Si](Cl)(C)C.O. (8) Reactant: [CH2:1]([NH2:8])[C:2]1[CH:7]=[CH:6][CH:5]=[CH:4][CH:3]=1.C(N(C(C)C)CC)(C)C.[C:18](Cl)(=[O:25])[C:19]1[CH:24]=[CH:23][CH:22]=[CH:21][CH:20]=1. Product: [CH2:1]([NH:8][C:18](=[O:25])[C:19]1[CH:24]=[CH:23][CH:22]=[CH:21][CH:20]=1)[C:2]1[CH:7]=[CH:6][CH:5]=[CH:4][CH:3]=1. The catalyst class is: 1.